This data is from Forward reaction prediction with 1.9M reactions from USPTO patents (1976-2016). The task is: Predict the product of the given reaction. (1) Given the reactants [CH3:1][N:2]1[CH:6]=[C:5]([C:7]2[CH:12]=[C:11]([O:13][C:14]3[CH:15]=[N:16][C:17]([N+:20]([O-])=O)=[CH:18][CH:19]=3)[CH:10]=[CH:9][N:8]=2)[CH:4]=[N:3]1.[NH4+].[Cl-], predict the reaction product. The product is: [CH3:1][N:2]1[CH:6]=[C:5]([C:7]2[CH:12]=[C:11]([O:13][C:14]3[CH:19]=[CH:18][C:17]([NH2:20])=[N:16][CH:15]=3)[CH:10]=[CH:9][N:8]=2)[CH:4]=[N:3]1. (2) Given the reactants [Br:1][C:2]1[CH:14]=[CH:13][C:12]([C:15](=[O:17])[NH2:16])=[C:11]2[C:3]=1[C:4]1[CH:5]=[CH:6][C:7]([C:18]([O:20][CH2:21][CH3:22])=[O:19])=[CH:8][C:9]=1[NH:10]2.C(Cl)(Cl)(Cl)[Cl:24].C1C(=O)N(Cl)C(=O)C1, predict the reaction product. The product is: [Br:1][C:2]1[C:14]([Cl:24])=[CH:13][C:12]([C:15](=[O:17])[NH2:16])=[C:11]2[C:3]=1[C:4]1[CH:5]=[CH:6][C:7]([C:18]([O:20][CH2:21][CH3:22])=[O:19])=[CH:8][C:9]=1[NH:10]2. (3) Given the reactants Cl[C:2]1[CH:7]=[C:6]([C:8]2[N:12]3[CH:13]=[C:14]([NH:17][CH:18]4[CH2:23][CH2:22][CH2:21][CH:20]([OH:24])[CH2:19]4)[CH:15]=[CH:16][C:11]3=[N:10][CH:9]=2)[CH:5]=[C:4]([O:25][CH3:26])[N:3]=1.[O:27]1[CH:31]=[CH:30][C:29](B(O)O)=[CH:28]1, predict the reaction product. The product is: [O:27]1[CH:31]=[CH:30][C:29]([C:2]2[CH:7]=[C:6]([C:8]3[N:12]4[CH:13]=[C:14]([NH:17][CH:18]5[CH2:23][CH2:22][CH2:21][CH:20]([OH:24])[CH2:19]5)[CH:15]=[CH:16][C:11]4=[N:10][CH:9]=3)[CH:5]=[C:4]([O:25][CH3:26])[N:3]=2)=[CH:28]1. (4) Given the reactants CS[C:3]1[S:4]/[C:5](=[CH:9]\[C:10]2[CH:11]=[C:12]3[C:17](=[CH:18][CH:19]=2)[N:16]=[CH:15][CH:14]=[CH:13]3)/[C:6](=[O:8])[N:7]=1.[F:20][C:21]([F:30])([C:24]1[CH:29]=[CH:28][CH:27]=[CH:26][N:25]=1)[CH2:22][NH2:23].CCN(C(C)C)C(C)C, predict the reaction product. The product is: [F:30][C:21]([F:20])([C:24]1[CH:29]=[CH:28][CH:27]=[CH:26][N:25]=1)[CH2:22][NH:23][C:3]1[S:4]/[C:5](=[CH:9]\[C:10]2[CH:11]=[C:12]3[C:17](=[CH:18][CH:19]=2)[N:16]=[CH:15][CH:14]=[CH:13]3)/[C:6](=[O:8])[N:7]=1.